Dataset: Peptide-MHC class I binding affinity with 185,985 pairs from IEDB/IMGT. Task: Regression. Given a peptide amino acid sequence and an MHC pseudo amino acid sequence, predict their binding affinity value. This is MHC class I binding data. (1) The peptide sequence is REVFYFGKF. The MHC is HLA-A02:01 with pseudo-sequence HLA-A02:01. The binding affinity (normalized) is 0.0847. (2) The peptide sequence is RIYSHIAPY. The MHC is HLA-A02:06 with pseudo-sequence HLA-A02:06. The binding affinity (normalized) is 0.501. (3) The peptide sequence is QRALFMHFR. The MHC is Mamu-B03 with pseudo-sequence Mamu-B03. The binding affinity (normalized) is 0.217. (4) The peptide sequence is CLLTDTIESA. The MHC is HLA-A02:01 with pseudo-sequence HLA-A02:01. The binding affinity (normalized) is 0.516.